From a dataset of Forward reaction prediction with 1.9M reactions from USPTO patents (1976-2016). Predict the product of the given reaction. (1) Given the reactants [Cl:1][C:2]1[CH:7]=[C:6](B2OC(C)(C)C(C)(C)O2)[C:5]([CH3:17])=[CH:4][C:3]=1[CH2:18][C:19]([O:21][CH3:22])=[O:20].Cl[C:24]1[CH:29]=[N:28][CH:27]=[C:26]([CH3:30])[N:25]=1.CC([O-])=O.[K+], predict the reaction product. The product is: [Cl:1][C:2]1[CH:7]=[C:6]([C:24]2[CH:29]=[N:28][CH:27]=[C:26]([CH3:30])[N:25]=2)[C:5]([CH3:17])=[CH:4][C:3]=1[CH2:18][C:19]([O:21][CH3:22])=[O:20]. (2) Given the reactants [CH2:1]([O:8][CH2:9][C:10]1([C:23](=[O:37])[NH:24][C:25]2[CH:30]=[CH:29][CH:28]=[C:27]([O:31][C:32](=[O:36])[N:33]([CH3:35])[CH3:34])[CH:26]=2)[CH2:15][CH2:14][N:13](C(OC(C)(C)C)=O)[CH2:12][CH2:11]1)[C:2]1[CH:7]=[CH:6][CH:5]=[CH:4][CH:3]=1.Cl.C([O-])(O)=O.[Na+], predict the reaction product. The product is: [CH3:34][N:33]([CH3:35])[C:32](=[O:36])[O:31][C:27]1[CH:28]=[CH:29][CH:30]=[C:25]([NH:24][C:23]([C:10]2([CH2:9][O:8][CH2:1][C:2]3[CH:3]=[CH:4][CH:5]=[CH:6][CH:7]=3)[CH2:11][CH2:12][NH:13][CH2:14][CH2:15]2)=[O:37])[CH:26]=1. (3) The product is: [CH3:31][C:32]1[C:37]([C:38]([N:14]2[CH2:13][CH2:12][C:11]([CH3:17])([N:9]3[CH2:8][CH2:7][N:6]([CH:18]4[C:26]5[C:21](=[CH:22][CH:23]=[C:24]([C:27]([F:30])([F:28])[F:29])[CH:25]=5)[CH2:20][CH2:19]4)[C@@H:5]([CH3:4])[CH2:10]3)[CH2:16][CH2:15]2)=[O:39])=[C:36]([CH3:41])[N:35]=[CH:34][N:33]=1. Given the reactants Cl.Cl.Cl.[CH3:4][C@H:5]1[CH2:10][N:9]([C:11]2([CH3:17])[CH2:16][CH2:15][NH:14][CH2:13][CH2:12]2)[CH2:8][CH2:7][N:6]1[CH:18]1[C:26]2[C:21](=[CH:22][CH:23]=[C:24]([C:27]([F:30])([F:29])[F:28])[CH:25]=2)[CH2:20][CH2:19]1.[CH3:31][C:32]1[C:37]([C:38](O)=[O:39])=[C:36]([CH3:41])[N:35]=[CH:34][N:33]=1.F[P-](F)(F)(F)(F)F.N1(O[P+](N(C)C)(N(C)C)N(C)C)C2C=CC=CC=2N=N1.C(N(CC)CC)C.C([O-])(O)=O.[Na+], predict the reaction product. (4) Given the reactants [CH3:1][O:2][C:3](=[O:22])[NH:4][CH:5]1[CH2:11][C:10]([CH3:13])([CH3:12])[C:9]2[CH:14]=[CH:15][C:16]([N+:18]([O-])=O)=[CH:17][C:8]=2[NH:7][C:6]1=[O:21].NC1C=CC2OCCC(=O)NC=2C=1, predict the reaction product. The product is: [CH3:1][O:2][C:3](=[O:22])[NH:4][CH:5]1[CH2:11][C:10]([CH3:13])([CH3:12])[C:9]2[CH:14]=[CH:15][C:16]([NH2:18])=[CH:17][C:8]=2[NH:7][C:6]1=[O:21]. (5) Given the reactants [CH2:1]([O:8][C:9]1[CH:14]=[CH:13][C:12]([Br:15])=[CH:11][C:10]=1[CH2:16]O)[C:2]1[CH:7]=[CH:6][CH:5]=[CH:4][CH:3]=1.C1C=CC(OP(OC2C=CC=CC=2)([N:27]=[N+]=[N-])=O)=CC=1.C1(C2CCCCCCCCC=2)CCCCCCCNN=1.C1(P(C2C=CC=CC=2)C2C=CC=CC=2)C=CC=CC=1.[C:76](OC([O-])=O)([O:78][C:79]([CH3:82])([CH3:81])[CH3:80])=[O:77].OO, predict the reaction product. The product is: [CH2:1]([O:8][C:9]1[CH:14]=[CH:13][C:12]([Br:15])=[CH:11][C:10]=1[CH2:16][NH:27][C:76](=[O:77])[O:78][C:79]([CH3:82])([CH3:81])[CH3:80])[C:2]1[CH:3]=[CH:4][CH:5]=[CH:6][CH:7]=1. (6) Given the reactants [CH3:1][O:2][C:3]1[CH:17]=[CH:16][C:6]([CH2:7][CH:8]2[CH2:13][CH2:12][O:11][CH2:10][CH:9]2[CH:14]=[O:15])=[CH:5][CH:4]=1.C([OH:22])(C)(C)C.O1CCCC1.O.CC(=CC)C.[O-]Cl=O.[Na+], predict the reaction product. The product is: [CH3:1][O:2][C:3]1[CH:4]=[CH:5][C:6]([CH2:7][CH:8]2[CH2:13][CH2:12][O:11][CH2:10][CH:9]2[C:14]([OH:22])=[O:15])=[CH:16][CH:17]=1. (7) Given the reactants I[C:2]1[CH:28]=[CH:27][C:26]([CH3:29])=[CH:25][C:3]=1[C:4]([N:6]1[CH2:11][CH2:10][CH2:9][C@@H:8]([CH3:12])[C@H:7]1[CH2:13][N:14]1[C:22](=[O:23])[C:21]2[C:16](=[CH:17][CH:18]=[CH:19][CH:20]=2)[C:15]1=[O:24])=[O:5].C([Sn](CCCC)(CCCC)[C:35]1[N:40]=[CH:39][CH:38]=[CH:37][N:36]=1)CCC.[F-].[Cs+], predict the reaction product. The product is: [CH3:12][C@@H:8]1[CH2:9][CH2:10][CH2:11][N:6]([C:4](=[O:5])[C:3]2[CH:25]=[C:26]([CH3:29])[CH:27]=[CH:28][C:2]=2[C:35]2[N:40]=[CH:39][CH:38]=[CH:37][N:36]=2)[C@@H:7]1[CH2:13][N:14]1[C:22](=[O:23])[C:21]2[C:16](=[CH:17][CH:18]=[CH:19][CH:20]=2)[C:15]1=[O:24]. (8) Given the reactants [CH3:1][O:2][C:3]1[C:4](=[O:26])[C:5]([CH3:25])=[C:6]([CH2:12][C:13]2[CH:14]=[C:15]([CH2:19][CH2:20][CH2:21][C:22]([OH:24])=O)[CH:16]=[CH:17][CH:18]=2)[C:7](=[O:11])[C:8]=1[O:9][CH3:10].[NH:27]1[CH2:32][CH2:31][O:30][CH2:29][CH2:28]1, predict the reaction product. The product is: [CH3:1][O:2][C:3]1[C:4](=[O:26])[C:5]([CH3:25])=[C:6]([CH2:12][C:13]2[CH:14]=[C:15]([CH2:19][CH2:20][CH2:21][C:22]([N:27]3[CH2:32][CH2:31][O:30][CH2:29][CH2:28]3)=[O:24])[CH:16]=[CH:17][CH:18]=2)[C:7](=[O:11])[C:8]=1[O:9][CH3:10]. (9) Given the reactants Br[C:2]1[C:7]([F:8])=[CH:6][C:5]([C@@H:9]([NH:11][S@@:12]([C:14]([CH3:17])([CH3:16])[CH3:15])=[O:13])[CH3:10])=[C:4]([F:18])[CH:3]=1.C1(P(C2CCCCC2)C2C=CC=CC=2C2C(OC)=CC=C(S([O-])(=O)=O)C=2OC)CCCCC1.[Na+].[F:53][C:54]([F:65])([F:64])[C:55]1[CH:60]=[C:59](B(O)O)[CH:58]=[CH:57][N:56]=1.C([O-])([O-])=O.[K+].[K+], predict the reaction product. The product is: [F:18][C:4]1[CH:3]=[C:2]([C:59]2[CH:58]=[CH:57][N:56]=[C:55]([C:54]([F:65])([F:64])[F:53])[CH:60]=2)[C:7]([F:8])=[CH:6][C:5]=1[C@@H:9]([NH:11][S@@:12]([C:14]([CH3:17])([CH3:16])[CH3:15])=[O:13])[CH3:10].